From a dataset of Reaction yield outcomes from USPTO patents with 853,638 reactions. Predict the reaction yield, written as a fraction of the theoretical maximum amount of product (1.0 means a 100% yield; for example, 0.34 means a 34% yield). (1) The reactants are Cl[S:2]([C:5]1[S:6][C:7]([C:10]2[CH:15]=[CH:14][C:13]([CH3:16])=[CH:12][CH:11]=2)=[CH:8][CH:9]=1)(=[O:4])=[O:3].[NH2:17][C:18]1[O:22][N:21]=[C:20]([CH3:23])[C:19]=1[Br:24]. The catalyst is CO.C(Cl)(Cl)Cl. The product is [Br:24][C:19]1[C:20]([CH3:23])=[N:21][O:22][C:18]=1[NH:17][S:2]([C:5]1[S:6][C:7]([C:10]2[CH:15]=[CH:14][C:13]([CH3:16])=[CH:12][CH:11]=2)=[CH:8][CH:9]=1)(=[O:4])=[O:3]. The yield is 0.630. (2) The reactants are [C:1]([OH:7])([C:3]([F:6])([F:5])[F:4])=[O:2].[Br:8][C:9]1[C:10]([NH:16][C:17](=[O:29])[C:18]([NH:21][C:22](=O)OC(C)(C)C)([CH3:20])[CH3:19])=[N:11][CH:12]=[C:13]([Br:15])[N:14]=1.S([O-])([O-])(=O)=O.[Na+].[Na+].[O:37]1[CH2:42][CH2:41][CH:40]([CH2:43]C=O)[CH2:39][CH2:38]1.C(O[BH-](OC(=O)C)OC(=O)C)(=O)C.[Na+]. The catalyst is ClCCl.CO.ClCCCl. The product is [F:4][C:3]([F:6])([F:5])[C:1]([OH:7])=[O:2].[Br:8][C:9]1[C:10]([NH:16][C:17](=[O:29])[C:18]([CH3:19])([NH:21][CH2:22][CH2:43][CH:40]2[CH2:41][CH2:42][O:37][CH2:38][CH2:39]2)[CH3:20])=[N:11][CH:12]=[C:13]([Br:15])[N:14]=1. The yield is 0.670.